Dataset: Full USPTO retrosynthesis dataset with 1.9M reactions from patents (1976-2016). Task: Predict the reactants needed to synthesize the given product. (1) Given the product [CH2:12]([O:14][C:15](=[O:36])[CH:16]=[CH:7][C:6]1[CH:9]=[CH:10][CH:11]=[C:4]([N+:1]([O-:3])=[O:2])[CH:5]=1)[CH3:13], predict the reactants needed to synthesize it. The reactants are: [N+:1]([C:4]1[CH:5]=[C:6]([CH:9]=[CH:10][CH:11]=1)[CH:7]=O)([O-:3])=[O:2].[CH2:12]([O:14][C:15](=[O:36])[CH:16]=P(C1C=CC=CC=1)(C1C=CC=CC=1)C1C=CC=CC=1)[CH3:13]. (2) Given the product [Cl:1][C:2]1[CH:3]=[CH:4][C:5]([N:8]2[CH:12]=[C:11]([C:13]([OH:15])=[O:14])[N:10]=[C:9]2[CH2:18][CH2:19][CH3:20])=[CH:6][CH:7]=1, predict the reactants needed to synthesize it. The reactants are: [Cl:1][C:2]1[CH:7]=[CH:6][C:5]([N:8]2[CH:12]=[C:11]([C:13]([O:15]CC)=[O:14])[N:10]=[C:9]2[CH2:18][CH2:19][CH3:20])=[CH:4][CH:3]=1.O.[OH-].[Li+]. (3) Given the product [C:43]([C:39](=[CH:36][CH:33]1[CH2:34][CH2:35]1)[C:38]([NH:1][C:2]1[CH:32]=[CH:31][C:5]([CH2:6][NH:7][C:8]2[N:13]3[CH:14]=[CH:15][N:16]=[C:12]3[C:11]([C:17]([NH2:19])=[O:18])=[C:10]([NH:20][C:21]3[CH:26]=[C:25]([O:27][CH3:28])[CH:24]=[C:23]([O:29][CH3:30])[CH:22]=3)[N:9]=2)=[CH:4][CH:3]=1)=[O:41])#[N:42], predict the reactants needed to synthesize it. The reactants are: [NH2:1][C:2]1[CH:32]=[CH:31][C:5]([CH2:6][NH:7][C:8]2[N:13]3[CH:14]=[CH:15][N:16]=[C:12]3[C:11]([C:17]([NH2:19])=[O:18])=[C:10]([NH:20][C:21]3[CH:26]=[C:25]([O:27][CH3:28])[CH:24]=[C:23]([O:29][CH3:30])[CH:22]=3)[N:9]=2)=[CH:4][CH:3]=1.[CH:33]1([CH:36]=O)[CH2:35][CH2:34]1.[C:38]([OH:41])(=O)[CH3:39].[NH:42]1CCCC[CH2:43]1. (4) Given the product [CH2:23]([CH:31]([CH2:36][CH2:37][CH:38]([CH2:13][CH2:14][CH2:15][CH2:16][CH2:17][CH2:18][CH2:19][CH3:20])[C:39]([O:41][CH3:42])=[O:40])[C:32]([O:34][CH3:35])=[O:33])[CH2:24][CH2:25][CH2:26][CH2:27][CH2:28][CH2:29][CH3:30], predict the reactants needed to synthesize it. The reactants are: COC(=O)CCCCC(OC)=O.[CH2:13]=[CH:14][CH2:15][CH2:16][CH2:17][CH2:18][CH2:19][CH3:20].O=O.[CH2:23]([CH:31]([CH2:36][CH2:37][CH2:38][C:39]([O:41][CH3:42])=[O:40])[C:32]([O:34][CH3:35])=[O:33])[CH2:24][CH2:25][CH2:26][CH2:27][CH2:28][CH2:29][CH3:30]. (5) The reactants are: [Br:1]N1C(=O)CCC1=O.CC(N=NC(C#N)(C)C)(C#N)C.[F:21][C:22]1[CH:29]=[C:28]([CH3:30])[CH:27]=[CH:26][C:23]=1[C:24]#[N:25]. Given the product [Br:1][CH2:30][C:28]1[CH:27]=[CH:26][C:23]([C:24]#[N:25])=[C:22]([F:21])[CH:29]=1, predict the reactants needed to synthesize it. (6) Given the product [CH:2]([C:6]1[CH:7]=[CH:8][C:9]([C:12]#[N:13])=[N:10][CH:11]=1)=[O:1], predict the reactants needed to synthesize it. The reactants are: [O:1]1CCO[CH:2]1[C:6]1[CH:7]=[CH:8][C:9]([C:12]#[N:13])=[N:10][CH:11]=1.Cl.C(=O)(O)[O-].[Na+]. (7) Given the product [Cl:57][C:58]1[C:63]([F:64])=[C:62]([NH:2][C:1](=[O:8])[O:3][C:4]([CH3:7])([CH3:6])[CH3:5])[CH:61]=[CH:60][N:59]=1, predict the reactants needed to synthesize it. The reactants are: [C:1](=[O:8])([O:3][C:4]([CH3:7])([CH3:6])[CH3:5])[NH2:2].C(=O)([O-])[O-].[Cs+].[Cs+].CC1(C)C2C(=C(P(C3C=CC=CC=3)C3C=CC=CC=3)C=CC=2)OC2C(P(C3C=CC=CC=3)C3C=CC=CC=3)=CC=CC1=2.[Cl:57][C:58]1[C:63]([F:64])=[C:62](I)[CH:61]=[CH:60][N:59]=1.